This data is from Retrosynthesis with 50K atom-mapped reactions and 10 reaction types from USPTO. The task is: Predict the reactants needed to synthesize the given product. (1) Given the product CC(C)(C)OC(=O)N1CCCC2(C1)C(=O)NCC2c1cccnc1, predict the reactants needed to synthesize it. The reactants are: CCOC(=O)C1(C(CN)c2cccnc2)CCCN(C(=O)OC(C)(C)C)C1. (2) Given the product CC1c2ccc(-c3ccsc3)n2CCN1C(=O)c1cc2ncc(Br)cn2n1, predict the reactants needed to synthesize it. The reactants are: CC1NCCn2c(-c3ccsc3)ccc21.O=C(O)c1cc2ncc(Br)cn2n1. (3) Given the product CC(C)(C)OC(=O)C(Br)Oc1ccc(Cl)cc1, predict the reactants needed to synthesize it. The reactants are: CC(C)(C)OC(=O)COc1ccc(Cl)cc1.O=C1CCC(=O)N1Br.